This data is from Full USPTO retrosynthesis dataset with 1.9M reactions from patents (1976-2016). The task is: Predict the reactants needed to synthesize the given product. (1) Given the product [CH3:1][O:2][C:3](=[O:23])[CH2:4][CH2:5][C:6]1[CH:11]=[CH:10][C:9]([O:12][C:13]2[CH:14]=[C:15]([Cl:21])[CH:16]=[C:17]([CH2:19][NH2:20])[CH:18]=2)=[CH:8][C:7]=1[CH3:22], predict the reactants needed to synthesize it. The reactants are: [CH3:1][O:2][C:3](=[O:23])[CH2:4][CH2:5][C:6]1[CH:11]=[CH:10][C:9]([O:12][C:13]2[CH:18]=[C:17]([C:19]#[N:20])[CH:16]=[C:15]([Cl:21])[CH:14]=2)=[CH:8][C:7]=1[CH3:22].[H][H]. (2) Given the product [C:1]1([C@H:11]([NH:13][CH:32]2[CH2:35][N:34]([C:36]([O:38][CH2:39][C:40]3[CH:45]=[CH:44][CH:43]=[CH:42][CH:41]=3)=[O:37])[CH2:33]2)[CH3:12])[C:10]2[C:5](=[CH:6][CH:7]=[CH:8][CH:9]=2)[CH:4]=[CH:3][CH:2]=1, predict the reactants needed to synthesize it. The reactants are: [C:1]1([C@H:11]([NH:13][C@H]2CCN(C3C=C(C4C=CC=CC=4)N=CN=3)C2)[CH3:12])[C:10]2[C:5](=[CH:6][CH:7]=[CH:8][CH:9]=2)[CH:4]=[CH:3][CH:2]=1.O=[C:32]1[CH2:35][N:34]([C:36]([O:38][CH2:39][C:40]2[CH:45]=[CH:44][CH:43]=[CH:42][CH:41]=2)=[O:37])[CH2:33]1.C1([C@H](N)C)C2C(=CC=CC=2)C=CC=1.S([O-])([O-])(=O)=O.[Mg+2].C(O[BH-](OC(=O)C)OC(=O)C)(=O)C.[Na+].C(=O)(O)[O-].[Na+]. (3) Given the product [CH2:23]([O:27][C:28]1[CH:33]=[CH:32][C:31]([S:34]([CH2:37][NH:38][CH2:39][CH:40]([N:44]2[CH2:45][CH2:46][N:47]([S:50]([CH3:53])(=[O:51])=[O:52])[CH2:48][CH2:49]2)[C:41]([NH:2][OH:1])=[O:42])(=[O:36])=[O:35])=[CH:30][CH:29]=1)[C:24]#[C:25][CH3:26], predict the reactants needed to synthesize it. The reactants are: [OH:1][N:2]1C2C=CC=CC=2N=N1.Cl.C(N=C=NCCCN(C)C)C.[CH2:23]([O:27][C:28]1[CH:33]=[CH:32][C:31]([S:34]([CH2:37][NH:38][CH2:39][CH:40]([N:44]2[CH2:49][CH2:48][N:47]([S:50]([CH3:53])(=[O:52])=[O:51])[CH2:46][CH2:45]2)[C:41](O)=[O:42])(=[O:36])=[O:35])=[CH:30][CH:29]=1)[C:24]#[C:25][CH3:26].C(O)(=O)CC(CC(O)=O)(C(O)=O)O. (4) Given the product [NH2:10][CH2:9][C:8]([C:4]1[CH:3]=[C:2]([OH:1])[CH:7]=[CH:6][CH:5]=1)([CH3:12])[CH3:11], predict the reactants needed to synthesize it. The reactants are: [OH:1][C:2]1[CH:3]=[C:4]([C:8]([CH3:12])([CH3:11])[C:9]#[N:10])[CH:5]=[CH:6][CH:7]=1.[H][H]. (5) Given the product [ClH:20].[CH:30]1([NH:35][CH2:19][CH2:18][O:17][C:14]2[CH:15]=[C:16]3[C:11](=[CH:12][CH:13]=2)[O:10][C:9]([C:21]2[N:26]=[CH:25][N:24]4[CH:27]=[CH:28][CH:29]=[C:23]4[CH:22]=2)=[CH:8][C:7]3=[N:6][OH:5])[CH2:34][CH2:33][CH2:32][CH2:31]1, predict the reactants needed to synthesize it. The reactants are: C([O:5][N:6]=[C:7]1[C:16]2[C:11](=[CH:12][CH:13]=[C:14]([O:17][CH2:18][CH2:19][Cl:20])[CH:15]=2)[O:10][C:9]([C:21]2[N:26]=[CH:25][N:24]3[CH:27]=[CH:28][CH:29]=[C:23]3[CH:22]=2)=[CH:8]1)(C)(C)C.[CH:30]1([NH2:35])[CH2:34][CH2:33][CH2:32][CH2:31]1.